From a dataset of Forward reaction prediction with 1.9M reactions from USPTO patents (1976-2016). Predict the product of the given reaction. (1) Given the reactants [NH2:1][C:2]1[CH:3]=[C:4]([C:9]([F:12])([F:11])[F:10])[CH:5]=[C:6]([Br:8])[CH:7]=1.[CH3:13][S:14](Cl)(=[O:16])=[O:15], predict the reaction product. The product is: [Br:8][C:6]1[CH:7]=[C:2]([NH:1][S:14]([CH3:13])(=[O:16])=[O:15])[CH:3]=[C:4]([C:9]([F:12])([F:10])[F:11])[CH:5]=1. (2) Given the reactants [N:1]1[CH:6]=[CH:5][CH:4]=[CH:3][C:2]=1[CH2:7][C:8]1[N:13]=[N:12][C:11]([OH:14])=[CH:10][CH:9]=1.[CH3:15][N:16]([C:20]1[CH:25]=[CH:24][CH:23]=[CH:22][CH:21]=1)[C:17](Cl)=[O:18].N12CCN(CC1)CC2.O, predict the reaction product. The product is: [N:1]1[CH:6]=[CH:5][CH:4]=[CH:3][C:2]=1[CH2:7][C:8]1[N:13]=[N:12][C:11]([O:14][C:17](=[O:18])[N:16]([CH3:15])[C:20]2[CH:25]=[CH:24][CH:23]=[CH:22][CH:21]=2)=[CH:10][CH:9]=1. (3) Given the reactants Cl.[F:2][C:3]1[CH:28]=[CH:27][C:6]([CH2:7][N:8]2[C:17]3[C:12](=[CH:13][CH:14]=[CH:15][CH:16]=3)[C:11]([N:18]3[CH2:23][CH2:22][NH:21][CH2:20][CH2:19]3)=[C:10]([C:24]#[N:25])[C:9]2=[O:26])=[CH:5][CH:4]=1.[C:29](Cl)(=[O:32])[CH:30]=[CH2:31].C(NC(C)C)(C)C, predict the reaction product. The product is: [C:29]([N:21]1[CH2:20][CH2:19][N:18]([C:11]2[C:12]3[C:17](=[CH:16][CH:15]=[CH:14][CH:13]=3)[N:8]([CH2:7][C:6]3[CH:5]=[CH:4][C:3]([F:2])=[CH:28][CH:27]=3)[C:9](=[O:26])[C:10]=2[C:24]#[N:25])[CH2:23][CH2:22]1)(=[O:32])[CH:30]=[CH2:31]. (4) Given the reactants [OH-].[K+].[CH3:3][O:4][C:5]1[CH:6]=[C:7]2[C:11](=[C:12]([O:14][CH3:15])[CH:13]=1)[N:10]([CH3:16])[CH:9]=[C:8]2[C:17]1[N:25](S(C2C=CC(C)=CC=2)(=O)=O)[C:20]2=[N:21][CH:22]=[CH:23][CH:24]=[C:19]2[CH:18]=1.O, predict the reaction product. The product is: [CH3:3][O:4][C:5]1[CH:6]=[C:7]2[C:11](=[C:12]([O:14][CH3:15])[CH:13]=1)[N:10]([CH3:16])[CH:9]=[C:8]2[C:17]1[NH:25][C:20]2=[N:21][CH:22]=[CH:23][CH:24]=[C:19]2[CH:18]=1. (5) Given the reactants [CH3:1]N(C)C=O.[H-].[Na+].[Cl:8][C:9]1[CH:14]=[C:13]([O:15][C:16]2[C:25]3[C:20](=[CH:21][C:22]([O:28][CH3:29])=[C:23]([O:26][CH3:27])[CH:24]=3)[N:19]=[CH:18][N:17]=2)[CH:12]=[CH:11][C:10]=1[NH:30][C:31](=[O:41])[O:32][CH2:33][C:34]1[CH:39]=[CH:38][CH:37]=[CH:36][C:35]=1[Cl:40].CI, predict the reaction product. The product is: [Cl:8][C:9]1[CH:14]=[C:13]([O:15][C:16]2[C:25]3[C:20](=[CH:21][C:22]([O:28][CH3:29])=[C:23]([O:26][CH3:27])[CH:24]=3)[N:19]=[CH:18][N:17]=2)[CH:12]=[CH:11][C:10]=1[N:30]([CH3:1])[C:31](=[O:41])[O:32][CH2:33][C:34]1[CH:39]=[CH:38][CH:37]=[CH:36][C:35]=1[Cl:40].